Dataset: Reaction yield outcomes from USPTO patents with 853,638 reactions. Task: Predict the reaction yield, written as a fraction of the theoretical maximum amount of product (1.0 means a 100% yield; for example, 0.34 means a 34% yield). (1) The reactants are C(OC(=O)CNC[C:8]([C:10]1[C:15]([OH:16])=[CH:14][CH:13]=[CH:12][N:11]=1)=[O:9])C.[OH2:18].[OH-:19].[Na+]. The catalyst is C1COCC1.C(Cl)(Cl)Cl.C(O)(C)C. The product is [OH:16][C:15]1[C:10]([C:8]([N:11]([CH2:10][C:8]([OH:19])=[O:18])[CH3:12])=[O:9])=[N:11][CH:12]=[CH:13][CH:14]=1. The yield is 0.850. (2) The reactants are Cl[C:2]1[N:28]=[C:27]([C:29]([F:32])([F:31])[F:30])[CH:26]=[CH:25][C:3]=1[C:4]([NH:6][CH2:7][C:8]1([CH2:21][CH:22]2[CH2:24][CH2:23]2)[CH2:13][CH2:12][CH:11]([S:14]([CH2:17][CH:18]2[CH2:20][CH2:19]2)(=[O:16])=[O:15])[CH2:10][CH2:9]1)=[O:5].[CH3:33][O-:34].[Na+].O. The catalyst is CO. The product is [CH:18]1([CH2:17][S:14]([CH:11]2[CH2:12][CH2:13][C:8]([CH2:7][NH:6][C:4](=[O:5])[C:3]3[CH:25]=[CH:26][C:27]([C:29]([F:32])([F:31])[F:30])=[N:28][C:2]=3[O:34][CH3:33])([CH2:21][CH:22]3[CH2:24][CH2:23]3)[CH2:9][CH2:10]2)(=[O:16])=[O:15])[CH2:20][CH2:19]1. The yield is 0.950. (3) The reactants are [CH:1]([C:3]1[S:7][C:6]([C:8]([OH:10])=[O:9])=[CH:5][CH:4]=1)=[O:2].C(OC(O[C:14]([CH3:17])([CH3:16])[CH3:15])=O)(O[C:14]([CH3:17])([CH3:16])[CH3:15])=O.N1C=CC=CC=1. The catalyst is C(O)(C)(C)C.ClCCl. The product is [C:14]([O:9][C:8]([C:6]1[S:7][C:3]([CH:1]=[O:2])=[CH:4][CH:5]=1)=[O:10])([CH3:17])([CH3:16])[CH3:15]. The yield is 0.940. (4) The reactants are C(N(CC)CC)C.[NH2:8][C:9]1[C:14]([CH:15]=[O:16])=[CH:13][CH:12]=[CH:11][N:10]=1.[C:17](Cl)(=[O:22])[C:18]([CH3:21])([CH3:20])[CH3:19]. The catalyst is ClCCl. The product is [CH:15]([C:14]1[C:9]([NH:8][C:17](=[O:22])[C:18]([CH3:21])([CH3:20])[CH3:19])=[N:10][CH:11]=[CH:12][CH:13]=1)=[O:16]. The yield is 0.900. (5) The reactants are [CH:1]([N:4]1[C:8]([C:9]2[N:18]=[C:17]3[N:11]([CH2:12][CH2:13][O:14][C:15]4[CH:22]=[C:21](O)[N:20]=[CH:19][C:16]=43)[CH:10]=2)=[N:7][C:6](C)=[N:5]1)([CH3:3])[CH3:2].[CH3:25][O:26][C@H:27]1[CH2:31][NH:30][C@H:29]([C:32]([NH2:34])=[O:33])[CH2:28]1. The catalyst is O. The product is [CH:1]([N:4]1[C:8]([C:9]2[N:18]=[C:17]3[C:16]4[CH:19]=[N:20][C:21]([N:30]5[CH2:31][C@H:27]([O:26][CH3:25])[CH2:28][C@H:29]5[C:32]([NH2:34])=[O:33])=[CH:22][C:15]=4[O:14][CH2:13][CH2:12][N:11]3[CH:10]=2)=[N:7][CH:6]=[N:5]1)([CH3:3])[CH3:2]. The yield is 0.320. (6) The reactants are [C:1]([C:5]1[CH:6]=[C:7]([NH:11][C:12]([C@H:14]2[CH2:19][CH2:18][CH2:17][NH:16][C@H:15]2[CH:20]2[CH2:24][CH2:23][CH2:22][CH2:21]2)=[O:13])[CH:8]=[CH:9][CH:10]=1)([CH3:4])([CH3:3])[CH3:2].CCN(CC)CC.[CH3:32][C:33]1[CH:41]=[CH:40][CH:39]=[CH:38][C:34]=1[C:35](Cl)=[O:36]. The catalyst is C(Cl)Cl.C(OCC)(=O)C. The product is [C:1]([C:5]1[CH:6]=[C:7]([NH:11][C:12]([C@H:14]2[CH2:19][CH2:18][CH2:17][N:16]([C:35](=[O:36])[C:34]3[CH:38]=[CH:39][CH:40]=[CH:41][C:33]=3[CH3:32])[C@H:15]2[CH:20]2[CH2:21][CH2:22][CH2:23][CH2:24]2)=[O:13])[CH:8]=[CH:9][CH:10]=1)([CH3:4])([CH3:2])[CH3:3]. The yield is 0.650.